From a dataset of Full USPTO retrosynthesis dataset with 1.9M reactions from patents (1976-2016). Predict the reactants needed to synthesize the given product. (1) Given the product [CH:1]1([C:4]2[C:13](/[CH:14]=[CH:15]/[C@@H:16]([OH:31])[CH2:17][C@@H:18]([OH:23])[CH2:19][C:20]([OH:21])=[O:22])=[C:12]([C:24]3[CH:29]=[CH:28][C:27]([F:30])=[CH:26][CH:25]=3)[C:11]3[C:6](=[CH:7][CH:8]=[CH:9][CH:10]=3)[N:5]=2)[CH2:3][CH2:2]1, predict the reactants needed to synthesize it. The reactants are: [CH:1]1([C:4]2[C:13](/[CH:14]=[CH:15]/[C@H:16]3[O:21][C:20](=[O:22])[CH2:19][C@H:18]([OH:23])[CH2:17]3)=[C:12]([C:24]3[CH:29]=[CH:28][C:27]([F:30])=[CH:26][CH:25]=3)[C:11]3[C:6](=[CH:7][CH:8]=[CH:9][CH:10]=3)[N:5]=2)[CH2:3][CH2:2]1.[OH-:31].[Ca+2].[OH-]. (2) Given the product [NH:8]1[CH2:9][CH:10]([O:12][C:13]2[CH:18]=[CH:17][C:16]([N:19]3[CH2:24][CH2:23][C:22]4[CH:25]=[C:26]([C:28]5[CH:29]=[CH:30][C:31]([Cl:34])=[CH:32][CH:33]=5)[S:27][C:21]=4[C:20]3=[O:35])=[CH:15][C:14]=2[O:36][CH3:37])[CH2:11]1, predict the reactants needed to synthesize it. The reactants are: C(OC([N:8]1[CH2:11][CH:10]([O:12][C:13]2[CH:18]=[CH:17][C:16]([N:19]3[CH2:24][CH2:23][C:22]4[CH:25]=[C:26]([C:28]5[CH:33]=[CH:32][C:31]([Cl:34])=[CH:30][CH:29]=5)[S:27][C:21]=4[C:20]3=[O:35])=[CH:15][C:14]=2[O:36][CH3:37])[CH2:9]1)=O)(C)(C)C.FC(F)(F)C(O)=O. (3) Given the product [CH2:1]([N:8]1[C:13](=[O:14])[C:12]2[C:15]([CH3:20])=[C:16]([O:18][CH3:19])[S:17][C:11]=2[N:10]([CH2:23][C:24]2[CH:29]=[CH:28][C:27]([C:30]3[CH:35]=[CH:34][CH:33]=[CH:32][C:31]=3[C:36]3[NH:40][C:39](=[O:46])[O:38][N:37]=3)=[CH:26][CH:25]=2)[C:9]1=[O:21])[C:2]1[CH:3]=[CH:4][CH:5]=[CH:6][CH:7]=1, predict the reactants needed to synthesize it. The reactants are: [CH2:1]([N:8]1[C:13](=[O:14])[C:12]2[C:15]([CH3:20])=[C:16]([O:18][CH3:19])[S:17][C:11]=2[NH:10][C:9]1=[O:21])[C:2]1[CH:7]=[CH:6][CH:5]=[CH:4][CH:3]=1.Br[CH2:23][C:24]1[CH:29]=[CH:28][C:27]([C:30]2[CH:35]=[CH:34][CH:33]=[CH:32][C:31]=2[C:36]2[N:40]=[C:39](C(Cl)(Cl)Cl)[O:38][N:37]=2)=[CH:26][CH:25]=1.C(=O)([O-])[O-:46].[K+].[K+].CN(C)C=O. (4) Given the product [OH:1][C:2]1[CH:3]=[CH:4][C:5]([C:6]([NH:8][CH2:9][CH:10]2[CH2:11][CH2:12][N:13]([CH2:18][C:19]3[CH:26]=[CH:25][C:22]([CH3:23])=[CH:21][CH:20]=3)[CH2:14][CH2:15]2)=[O:7])=[CH:16][CH:17]=1, predict the reactants needed to synthesize it. The reactants are: [OH:1][C:2]1[CH:17]=[CH:16][C:5]([C:6]([NH:8][CH2:9][CH:10]2[CH2:15][CH2:14][NH:13][CH2:12][CH2:11]2)=[O:7])=[CH:4][CH:3]=1.[CH3:18][C:19]1[CH:26]=[CH:25][C:22]([CH:23]=O)=[CH:21][CH:20]=1.C([BH3-])#N.[Na+]. (5) Given the product [C:1]([O:5][C:6](=[O:25])[NH:7][C:8]1[CH:13]=[CH:12][C:11]([NH2:14])=[C:10]([NH:17][CH2:18][C:19]2[CH:24]=[CH:23][CH:22]=[CH:21][CH:20]=2)[CH:9]=1)([CH3:4])([CH3:2])[CH3:3], predict the reactants needed to synthesize it. The reactants are: [C:1]([O:5][C:6](=[O:25])[NH:7][C:8]1[CH:13]=[CH:12][C:11]([N+:14]([O-])=O)=[C:10]([NH:17][CH2:18][C:19]2[CH:24]=[CH:23][CH:22]=[CH:21][CH:20]=2)[CH:9]=1)([CH3:4])([CH3:3])[CH3:2].[Cl-].[NH4+].